Task: Predict the reactants needed to synthesize the given product.. Dataset: Full USPTO retrosynthesis dataset with 1.9M reactions from patents (1976-2016) Given the product [C:33]([O:32][CH:26]([C:16]1[C:17]([C:18]2[CH2:23][CH2:22][C:21]([CH3:25])([CH3:24])[CH2:20][CH:19]=2)=[C:13]([C:11]2[CH2:12][NH:8][C:9](=[O:38])[CH:10]=2)[S:14][C:15]=1[CH3:37])[C:27]([O:29][CH2:30][CH3:31])=[O:28])([CH3:34])([CH3:35])[CH3:36], predict the reactants needed to synthesize it. The reactants are: C(OC([N:8]1[CH2:12][C:11]([C:13]2[S:14][C:15]([CH3:37])=[C:16]([CH:26]([O:32][C:33]([CH3:36])([CH3:35])[CH3:34])[C:27]([O:29][CH2:30][CH3:31])=[O:28])[C:17]=2[C:18]2[CH2:23][CH2:22][C:21]([CH3:25])([CH3:24])[CH2:20][CH:19]=2)=[CH:10][C:9]1=[O:38])=O)(C)(C)C.Cl.